From a dataset of Forward reaction prediction with 1.9M reactions from USPTO patents (1976-2016). Predict the product of the given reaction. Given the reactants C1(C)C=CC(S([O-])(=O)=O)=CC=1.[NH+]1C=CC=CC=1.[F:18][C:19]1[C:20]([C:34]2[S:38][C:37]3[C:39]([C:43]4[C:48]([O:49][CH2:50][CH2:51][O:52]C5CCCCO5)=[CH:47][N:46]=[C:45]([F:59])[CH:44]=4)=[CH:40][CH:41]=[CH:42][C:36]=3[CH:35]=2)=[N:21][C:22]([NH:25][CH2:26][CH2:27][N:28]2[CH2:32][CH2:31][NH:30][C:29]2=[O:33])=[N:23][CH:24]=1, predict the reaction product. The product is: [F:18][C:19]1[C:20]([C:34]2[S:38][C:37]3[C:39]([C:43]4[C:48]([O:49][CH2:50][CH2:51][OH:52])=[CH:47][N:46]=[C:45]([F:59])[CH:44]=4)=[CH:40][CH:41]=[CH:42][C:36]=3[CH:35]=2)=[N:21][C:22]([NH:25][CH2:26][CH2:27][N:28]2[CH2:32][CH2:31][NH:30][C:29]2=[O:33])=[N:23][CH:24]=1.